This data is from Catalyst prediction with 721,799 reactions and 888 catalyst types from USPTO. The task is: Predict which catalyst facilitates the given reaction. (1) Reactant: [NH2:1][C:2]1[N:10]=[C:9]2[C:5]([N:6]=[CH:7][N:8]2[C@@H:11]2[O:17][C@H:16]([CH2:18][OH:19])[C@@H:14]([OH:15])[C@H:12]2[OH:13])=[C:4]([NH2:20])[N:3]=1.[H-].[Na+].Br[CH2:24][CH2:25][CH2:26][CH2:27][CH2:28][CH2:29][CH2:30][CH2:31][CH3:32]. Product: [NH2:1][C:2]1[N:10]=[C:9]2[C:5]([N:6]=[CH:7][N:8]2[C@@H:11]2[O:17][C@H:16]([CH2:18][OH:19])[C@@H:14]([OH:15])[C@H:12]2[O:13][CH2:24][CH2:25][CH2:26][CH2:27][CH2:28][CH2:29][CH2:30][CH2:31][CH3:32])=[C:4]([NH2:20])[N:3]=1. The catalyst class is: 3. (2) Reactant: [CH3:1][N:2]([CH3:15])[C:3]1[C:11]2[C:6](=[N:7][CH:8]=[C:9]([N+:12]([O-])=O)[CH:10]=2)[NH:5][CH:4]=1.[H][H]. Product: [CH3:1][N:2]([CH3:15])[C:3]1[C:11]2[C:6](=[N:7][CH:8]=[C:9]([NH2:12])[CH:10]=2)[NH:5][CH:4]=1. The catalyst class is: 515.